Dataset: Full USPTO retrosynthesis dataset with 1.9M reactions from patents (1976-2016). Task: Predict the reactants needed to synthesize the given product. (1) Given the product [CH2:1]([O:8][C@@H:9]([CH3:14])[CH2:10][C:11]([N:17]([O:18][CH3:19])[CH3:16])=[O:13])[C:2]1[CH:3]=[CH:4][CH:5]=[CH:6][CH:7]=1, predict the reactants needed to synthesize it. The reactants are: [CH2:1]([O:8][C@@H:9]([CH3:14])[CH2:10][C:11]([OH:13])=O)[C:2]1[CH:7]=[CH:6][CH:5]=[CH:4][CH:3]=1.Cl.[CH3:16][NH:17][O:18][CH3:19].C(N(CC)CC)C.ON1C2C=CC=CC=2N=N1.Cl.C(N=C=NCCCN(C)C)C. (2) Given the product [CH2:17]([O:3][CH:4]1[CH2:10][CH2:9][CH2:8][N:7]([C:11]([O:13][CH2:14][CH3:15])=[O:12])[CH2:6][CH2:5]1)[C:18]1[CH:23]=[CH:22][CH:21]=[CH:20][CH:19]=1, predict the reactants needed to synthesize it. The reactants are: [H-].[Na+].[OH:3][CH:4]1[CH2:10][CH2:9][CH2:8][N:7]([C:11]([O:13][CH2:14][CH3:15])=[O:12])[CH2:6][CH2:5]1.Br[CH2:17][C:18]1[CH:23]=[CH:22][CH:21]=[CH:20][CH:19]=1. (3) Given the product [NH2:34][CH2:33][CH2:32][CH:31]([NH:30][C:26]1[N:25]=[C:24]([C:21]2[N:17]3[CH:18]=[CH:19][N:20]=[C:15]([NH:14][CH:11]4[CH2:12][CH2:13][CH:8]([NH2:7])[CH2:9][CH2:10]4)[C:16]3=[N:23][CH:22]=2)[CH:29]=[CH:28][CH:27]=1)[C:42]1[CH:43]=[CH:44][CH:45]=[CH:46][CH:47]=1, predict the reactants needed to synthesize it. The reactants are: C(OC(=O)[NH:7][CH:8]1[CH2:13][CH2:12][CH:11]([NH:14][C:15]2[C:16]3[N:17]([C:21]([C:24]4[CH:29]=[CH:28][CH:27]=[C:26]([NH:30][CH:31]([C:42]5[CH:47]=[CH:46][CH:45]=[CH:44][CH:43]=5)[CH2:32][CH2:33][NH:34]C(OC(C)(C)C)=O)[N:25]=4)=[CH:22][N:23]=3)[CH:18]=[CH:19][N:20]=2)[CH2:10][CH2:9]1)(C)(C)C.